This data is from Full USPTO retrosynthesis dataset with 1.9M reactions from patents (1976-2016). The task is: Predict the reactants needed to synthesize the given product. (1) Given the product [Cl:1][C:2]1[C:3]([CH3:18])=[C:4]([NH:10][C@H:11]([C@H:15]([OH:17])[CH3:16])[C:12]([NH:26][NH:25][C:23](=[O:24])[C:22]2[CH:27]=[CH:28][CH:29]=[C:20]([OH:19])[CH:21]=2)=[O:14])[CH:5]=[CH:6][C:7]=1[C:8]#[N:9], predict the reactants needed to synthesize it. The reactants are: [Cl:1][C:2]1[C:3]([CH3:18])=[C:4]([NH:10][C@H:11]([C@H:15]([OH:17])[CH3:16])[C:12]([OH:14])=O)[CH:5]=[CH:6][C:7]=1[C:8]#[N:9].[OH:19][C:20]1[CH:21]=[C:22]([CH:27]=[CH:28][CH:29]=1)[C:23]([NH:25][NH2:26])=[O:24].ClC1C(C)=C(N[C@H]([C@@H](O)C)C(NNC(=O)C2C=CC=CC=2)=O)C=CC=1C#N. (2) Given the product [F:18][C:16]1([F:19])[CH2:17][N:14]([C:12]([C:9]2[CH:10]=[C:11]3[C:6](=[CH:7][CH:8]=2)[CH:5]=[N:4][CH:3]=[C:2]3[C:27]2[CH:26]=[C:25]3[C:30](=[CH:29][CH:28]=2)[N:21]([CH3:20])[C:22](=[O:40])[CH2:23][CH2:24]3)=[O:13])[CH2:15]1, predict the reactants needed to synthesize it. The reactants are: Cl[C:2]1[C:11]2[C:6](=[CH:7][CH:8]=[C:9]([C:12]([N:14]3[CH2:17][C:16]([F:19])([F:18])[CH2:15]3)=[O:13])[CH:10]=2)[CH:5]=[N:4][CH:3]=1.[CH3:20][N:21]1[C:30]2[C:25](=[CH:26][C:27](B3OC(C)(C)C(C)(C)O3)=[CH:28][CH:29]=2)[CH2:24][CH2:23][C:22]1=[O:40].CC([O-])=O.[K+].O. (3) Given the product [NH2:1][C:4]1[N:9]=[CH:8][C:7]([O:10][C:11]2[CH:16]=[CH:15][N:14]=[C:13]([NH:17][C:18](=[O:20])[CH3:19])[CH:12]=2)=[CH:6][CH:5]=1, predict the reactants needed to synthesize it. The reactants are: [N+:1]([C:4]1[N:9]=[CH:8][C:7]([O:10][C:11]2[CH:16]=[CH:15][N:14]=[C:13]([NH:17][C:18](=[O:20])[CH3:19])[CH:12]=2)=[CH:6][CH:5]=1)([O-])=O.[NH4+].[Cl-]. (4) Given the product [CH2:22]([O:21][C:19]([CH:18]1[C:11]2([CH2:10][CH2:9][N:8]([CH2:1][C:2]3[CH:7]=[CH:6][CH:5]=[CH:4][CH:3]=3)[CH2:13][CH2:12]2)[S:14][CH2:15][CH2:16][N:24]1[S:25]([C:28]1[CH:29]=[CH:30][C:31]([O:34][CH2:35][C:36]#[C:37][CH3:38])=[CH:32][CH:33]=1)(=[O:26])=[O:27])=[O:20])[CH3:23], predict the reactants needed to synthesize it. The reactants are: [CH2:1]([N:8]1[CH2:13][CH2:12][C:11]([CH:18]([NH:24][S:25]([C:28]2[CH:33]=[CH:32][C:31]([O:34][CH2:35][C:36]#[C:37][CH3:38])=[CH:30][CH:29]=2)(=[O:27])=[O:26])[C:19]([O:21][CH2:22][CH3:23])=[O:20])([S:14][CH2:15][CH2:16]O)[CH2:10][CH2:9]1)[C:2]1[CH:7]=[CH:6][CH:5]=[CH:4][CH:3]=1.C(P(CCCC)CCCC)CCC.C1CCN(C(N=NC(N2CCCCC2)=O)=O)CC1. (5) Given the product [C:1]([O:4][CH2:5][CH2:6][C@H:7]1[CH2:12][CH2:11][C@H:10]([CH:13]([NH:19][C:20]([O:22][C:23]([CH3:26])([CH3:25])[CH3:24])=[O:21])[CH2:14][CH2:15][NH2:16])[CH2:9][CH2:8]1)(=[O:3])[CH3:2], predict the reactants needed to synthesize it. The reactants are: [C:1]([O:4][CH2:5][CH2:6][C@H:7]1[CH2:12][CH2:11][C@H:10]([CH:13]([NH:19][C:20]([O:22][C:23]([CH3:26])([CH3:25])[CH3:24])=[O:21])[CH2:14][CH2:15][N:16]=[N+]=[N-])[CH2:9][CH2:8]1)(=[O:3])[CH3:2]. (6) The reactants are: C(OC([N:8]1[CH2:12][CH2:11][CH:10]([NH:13][C:14]2[N:23]=[CH:22][C:21]3[CH2:20][CH2:19][C:18]4[C:24]([C:28]([O:30][CH2:31][CH3:32])=[O:29])=[N:25][N:26]([CH3:27])[C:17]=4[C:16]=3[N:15]=2)[CH2:9]1)=O)(C)(C)C.C1(NC2N=CC3C=CC4C(C(N)=O)=NN(C)C=4C=3N=2)CCCCC1. Given the product [CH2:28]([O:30][CH2:31][CH3:32])[CH3:24].[CH3:27][N:26]1[C:17]2[C:16]3[N:15]=[C:14]([NH:13][CH:10]4[CH2:11][CH2:12][NH:8][CH2:9]4)[N:23]=[CH:22][C:21]=3[CH2:20][CH2:19][C:18]=2[C:24]([C:28]([O:30][CH2:31][CH3:32])=[O:29])=[N:25]1, predict the reactants needed to synthesize it. (7) Given the product [NH2:20][CH2:19][C:18]1[CH:17]=[C:16]([N:13]2[CH2:12][CH2:11][CH2:31][CH2:25][C:14]2=[O:1])[CH:23]=[CH:22][CH:21]=1, predict the reactants needed to synthesize it. The reactants are: [O-:1]P([O-])([O-])=O.[K+].[K+].[K+].CN[CH2:11][CH2:12][NH:13][CH3:14].I[C:16]1[CH:17]=[C:18]([CH:21]=[CH:22][CH:23]=1)[CH2:19][NH2:20].N.[C:25]1([CH3:31])C=CC=CC=1. (8) Given the product [C:6]1([N:12]2[C:16]([C:17]([F:20])([F:18])[F:19])=[C:15]([CH2:21][OH:22])[CH:14]=[N:13]2)[CH:7]=[CH:8][CH:9]=[CH:10][CH:11]=1, predict the reactants needed to synthesize it. The reactants are: C1COCC1.[C:6]1([N:12]2[C:16]([C:17]([F:20])([F:19])[F:18])=[C:15]([C:21](O)=[O:22])[CH:14]=[N:13]2)[CH:11]=[CH:10][CH:9]=[CH:8][CH:7]=1.[H-].[Al+3].[Li+].[H-].[H-].[H-].[OH-].[Na+].